This data is from NCI-60 drug combinations with 297,098 pairs across 59 cell lines. The task is: Regression. Given two drug SMILES strings and cell line genomic features, predict the synergy score measuring deviation from expected non-interaction effect. Drug 1: C1=CC=C(C=C1)NC(=O)CCCCCCC(=O)NO. Drug 2: CN1C2=C(C=C(C=C2)N(CCCl)CCCl)N=C1CCCC(=O)O.Cl. Cell line: HCT116. Synergy scores: CSS=30.8, Synergy_ZIP=-1.71, Synergy_Bliss=-6.87, Synergy_Loewe=-26.8, Synergy_HSA=-6.15.